Task: Binary Classification. Given a drug SMILES string, predict its activity (active/inactive) in a high-throughput screening assay against a specified biological target.. Dataset: Cav3 T-type calcium channel HTS with 100,875 compounds (1) The molecule is Brc1oc(c2nc(on2)COc2cc3c(cc2)cccc3)cc1. The result is 0 (inactive). (2) The compound is O=C(NC1CCN(CC1)CC(=O)N1CCOCC1)NC1CCCCC1. The result is 0 (inactive). (3) The result is 1 (active). The molecule is S1C(CC(=O)N2CCN(CC2)c2c(ccc(c2)C)C)C(=O)Nc2c1cccc2.